From a dataset of Reaction yield outcomes from USPTO patents with 853,638 reactions. Predict the reaction yield, written as a fraction of the theoretical maximum amount of product (1.0 means a 100% yield; for example, 0.34 means a 34% yield). (1) The reactants are [BH4-].[Na+].C(N)CN.[CH3:7][O:8][C:9](=[O:34])[CH2:10][CH2:11][CH2:12][C:13]#[C:14][CH2:15][N:16]1[CH:21](/[CH:22]=[CH:23]/[C:24](=[O:32])[CH2:25][C:26]2[CH:31]=[CH:30][CH:29]=[CH:28][CH:27]=2)[CH2:20][CH2:19][CH2:18][C:17]1=[O:33].[H][H]. The catalyst is C(O)C.[Ni](Cl)Cl. The product is [CH3:7][O:8][C:9](=[O:34])[CH2:10][CH2:11][CH2:12]/[CH:13]=[CH:14]\[CH2:15][N:16]1[CH:21](/[CH:22]=[CH:23]/[C:24](=[O:32])[CH2:25][C:26]2[CH:31]=[CH:30][CH:29]=[CH:28][CH:27]=2)[CH2:20][CH2:19][CH2:18][C:17]1=[O:33]. The yield is 0.700. (2) The reactants are [Cl:1][CH2:2][C:3]([C:5]1[CH:6]=[C:7]2[C:12](=[CH:13][CH:14]=1)[NH:11][C:10](=[O:15])[CH2:9][CH2:8]2)=O.C([SiH](CC)CC)C. The catalyst is FC(F)(F)C(O)=O. The product is [Cl:1][CH2:2][CH2:3][C:5]1[CH:6]=[C:7]2[C:12](=[CH:13][CH:14]=1)[NH:11][C:10](=[O:15])[CH2:9][CH2:8]2. The yield is 0.888.